From a dataset of Full USPTO retrosynthesis dataset with 1.9M reactions from patents (1976-2016). Predict the reactants needed to synthesize the given product. (1) Given the product [CH:1]1([N:4]2[CH2:9][CH2:8][N:7]([C:10]3[O:11][C:12]4[CH:18]=[CH:17][C:16]([CH2:19][N:21]5[CH2:25][CH2:24][CH2:23][CH2:22]5)=[CH:15][C:13]=4[N:14]=3)[CH2:6][CH2:5]2)[CH2:3][CH2:2]1, predict the reactants needed to synthesize it. The reactants are: [CH:1]1([N:4]2[CH2:9][CH2:8][N:7]([C:10]3[O:11][C:12]4[CH:18]=[CH:17][C:16]([CH:19]=O)=[CH:15][C:13]=4[N:14]=3)[CH2:6][CH2:5]2)[CH2:3][CH2:2]1.[NH:21]1[CH2:25][CH2:24][CH2:23][CH2:22]1.C(O)(=O)C.[BH3-]C#N.[Na+]. (2) Given the product [NH:8]1[CH:9]=[CH:10][N:11]=[C:7]1[NH:6][C:12]([N:14]1[CH:18]=[CH:17][N:16]=[CH:15]1)=[O:13], predict the reactants needed to synthesize it. The reactants are: S(O)(O)(=O)=O.[NH2:6][C:7]1[NH:8][CH:9]=[CH:10][N:11]=1.[C:12](N1C=CN=C1)([N:14]1[CH:18]=[CH:17][N:16]=[CH:15]1)=[O:13].CCN(C(C)C)C(C)C.